Dataset: Full USPTO retrosynthesis dataset with 1.9M reactions from patents (1976-2016). Task: Predict the reactants needed to synthesize the given product. (1) The reactants are: [CH:1]([C:4]1[N:8]=[C:7]([N:9]2[CH2:14][CH2:13][CH:12]([C@H:15]([CH3:19])[CH2:16][CH2:17][OH:18])[CH2:11][CH2:10]2)[O:6][N:5]=1)([CH3:3])[CH3:2].[H-].[Na+].[Cl:22][C:23]1[CH:28]=[C:27](Cl)[N:26]=[CH:25][N:24]=1. Given the product [Cl:22][C:23]1[CH:28]=[C:27]([O:18][CH2:17][CH2:16][C@H:15]([CH:12]2[CH2:13][CH2:14][N:9]([C:7]3[O:6][N:5]=[C:4]([CH:1]([CH3:3])[CH3:2])[N:8]=3)[CH2:10][CH2:11]2)[CH3:19])[N:26]=[CH:25][N:24]=1, predict the reactants needed to synthesize it. (2) Given the product [CH3:1][N:2]1[C:6]2=[N:7][C:8]([C:11]3[CH:18]=[CH:17][CH:16]=[CH:15][C:12]=3[C:13]#[N:14])=[CH:9][CH:10]=[C:5]2[N:4]([CH2:20][C:21]2([CH3:24])[CH2:23][CH2:22]2)[C:3]1=[O:19], predict the reactants needed to synthesize it. The reactants are: [CH3:1][N:2]1[C:6]2=[N:7][C:8]([C:11]3[CH:18]=[CH:17][CH:16]=[CH:15][C:12]=3[C:13]#[N:14])=[CH:9][CH:10]=[C:5]2[NH:4][C:3]1=[O:19].[CH3:20][C:21]1([CH2:24]O)[CH2:23][CH2:22]1.N(C(OC(C)C)=O)=NC(OC(C)C)=O.C1(P(C2C=CC=CC=2)C2C=CC=CC=2)C=CC=CC=1. (3) Given the product [Cl:22][CH2:18][C:16]1[O:15][N:14]=[C:13]([O:12][CH2:11][C:2]2[CH:3]=[CH:4][C:5]3[C:10](=[CH:9][CH:8]=[CH:7][CH:6]=3)[N:1]=2)[CH:17]=1, predict the reactants needed to synthesize it. The reactants are: [N:1]1[C:10]2[C:5](=[CH:6][CH:7]=[CH:8][CH:9]=2)[CH:4]=[CH:3][C:2]=1[CH2:11][O:12][C:13]1[CH:17]=[C:16]([CH2:18]O)[O:15][N:14]=1.S(Cl)([Cl:22])=O. (4) Given the product [CH3:8][O:9][C:10](=[O:30])[CH2:11][C:12]1[C:21]([CH3:22])=[C:20]([CH:23]2[CH2:24][CH2:25][N:26]([S:47]([CH2:46][C:40]3[CH:45]=[CH:44][CH:43]=[CH:42][CH:41]=3)(=[O:49])=[O:48])[CH2:27][CH2:28]2)[C:19]2[C:14](=[CH:15][CH:16]=[C:17]([F:29])[CH:18]=2)[CH:13]=1, predict the reactants needed to synthesize it. The reactants are: FC(F)(F)C(O)=O.[CH3:8][O:9][C:10](=[O:30])[CH2:11][C:12]1[C:21]([CH3:22])=[C:20]([CH:23]2[CH2:28][CH2:27][NH:26][CH2:25][CH2:24]2)[C:19]2[C:14](=[CH:15][CH:16]=[C:17]([F:29])[CH:18]=2)[CH:13]=1.C(N(CC)C(C)C)(C)C.[C:40]1([CH2:46][S:47](Cl)(=[O:49])=[O:48])[CH:45]=[CH:44][CH:43]=[CH:42][CH:41]=1. (5) Given the product [CH2:11]([NH:18][C:19]([C:21]1[S:25][C:24]([NH:26][C:6](=[O:7])[C:5]2[CH:9]=[CH:10][C:2]([Cl:1])=[CH:3][CH:4]=2)=[N:23][C:22]=1[CH3:27])=[O:20])[C:12]1[CH:17]=[CH:16][CH:15]=[CH:14][CH:13]=1, predict the reactants needed to synthesize it. The reactants are: [Cl:1][C:2]1[CH:10]=[CH:9][C:5]([C:6](Cl)=[O:7])=[CH:4][CH:3]=1.[CH2:11]([NH:18][C:19]([C:21]1[S:25][C:24]([NH2:26])=[N:23][C:22]=1[CH3:27])=[O:20])[C:12]1[CH:17]=[CH:16][CH:15]=[CH:14][CH:13]=1. (6) The reactants are: C([O:3][C:4]([C:6]1[NH:7][C:8]([CH3:17])=[C:9]([C:12]([O:14][CH2:15][CH3:16])=[O:13])[C:10]=1[CH3:11])=O)C.[OH-].[Na+].Cl. Given the product [CH2:15]([O:14][C:12]([C:9]1[C:10]([CH3:11])=[C:6]([CH:4]=[O:3])[NH:7][C:8]=1[CH3:17])=[O:13])[CH3:16], predict the reactants needed to synthesize it. (7) Given the product [N:33]1([S:30]([N:6]([CH2:5][C:4]([OH:43])=[O:3])[CH2:7][C:8]2[CH:9]=[CH:10][C:11]([O:14][CH2:15][CH2:16][C:17]3[N:18]=[C:19]([C:23]4[CH:28]=[CH:27][C:26]([CH3:29])=[CH:25][CH:24]=4)[O:20][C:21]=3[CH3:22])=[CH:12][CH:13]=2)(=[O:31])=[O:32])[C:42]2[C:37](=[CH:38][CH:39]=[CH:40][CH:41]=2)[CH2:36][CH2:35][CH2:34]1, predict the reactants needed to synthesize it. The reactants are: C([O:3][C:4](=[O:43])[CH2:5][N:6]([S:30]([N:33]1[C:42]2[C:37](=[CH:38][CH:39]=[CH:40][CH:41]=2)[CH2:36][CH2:35][CH2:34]1)(=[O:32])=[O:31])[CH2:7][C:8]1[CH:13]=[CH:12][C:11]([O:14][CH2:15][CH2:16][C:17]2[N:18]=[C:19]([C:23]3[CH:28]=[CH:27][C:26]([CH3:29])=[CH:25][CH:24]=3)[O:20][C:21]=2[CH3:22])=[CH:10][CH:9]=1)C.O.[OH-].[Li+]. (8) Given the product [O:13]1[CH2:11][CH2:12][N:24]([CH2:25][C:17]2[CH:22]=[CH:21][C:20]([C:23]3[N:24]=[C:25]4[C:30]([C:31]([O:33][CH2:34][CH3:35])=[O:32])=[CH:29][CH:28]=[CH:27][N:26]4[CH:36]=3)=[CH:19][CH:18]=2)[CH2:23][CH2:20]1, predict the reactants needed to synthesize it. The reactants are: C(O[BH-](O[C:11](=[O:13])[CH3:12])OC(=O)C)(=O)C.[Na+].C([C:17]1[CH:22]=[CH:21][C:20]([C:23]2[N:24]=[C:25]3[C:30]([C:31]([O:33][CH2:34][CH3:35])=[O:32])=[CH:29][CH:28]=[CH:27][N:26]3[CH:36]=2)=[CH:19][CH:18]=1)=O. (9) Given the product [CH:20]([C:17]1[CH:18]=[CH:19][C:14]([CH:10]2[C:9]3[C:8]([CH3:23])=[C:7]([NH:24][C:25](=[O:31])[CH2:26][C:27]([CH3:28])([CH3:30])[CH3:29])[C:6]([CH3:32])=[C:5]([CH2:2][CH2:3][CH3:4])[C:13]=3[O:12][CH2:11]2)=[CH:15][CH:16]=1)([CH3:21])[CH3:22], predict the reactants needed to synthesize it. The reactants are: O[CH:2]([C:5]1[C:13]2[O:12][CH2:11][CH:10]([C:14]3[CH:19]=[CH:18][C:17]([CH:20]([CH3:22])[CH3:21])=[CH:16][CH:15]=3)[C:9]=2[C:8]([CH3:23])=[C:7]([NH:24][C:25](=[O:31])[CH2:26][C:27]([CH3:30])([CH3:29])[CH3:28])[C:6]=1[CH3:32])[CH2:3][CH3:4]. (10) The reactants are: Br[C:2]1[C:10]2[N:9]3[CH2:11][CH2:12][NH:13][C:14](=[O:15])[C:8]3=[CH:7][C:6]=2[CH:5]=[C:4]([F:16])[C:3]=1[F:17].[CH3:18][O:19][C:20]1[CH:25]=[CH:24][C:23](B(O)O)=[CH:22][CH:21]=1. Given the product [F:17][C:3]1[C:4]([F:16])=[CH:5][C:6]2[CH:7]=[C:8]3[C:14](=[O:15])[NH:13][CH2:12][CH2:11][N:9]3[C:10]=2[C:2]=1[C:23]1[CH:24]=[CH:25][C:20]([O:19][CH3:18])=[CH:21][CH:22]=1, predict the reactants needed to synthesize it.